From a dataset of Reaction yield outcomes from USPTO patents with 853,638 reactions. Predict the reaction yield, written as a fraction of the theoretical maximum amount of product (1.0 means a 100% yield; for example, 0.34 means a 34% yield). The reactants are C1(C)C=CC(S(O)(=O)=O)=CC=1.[C:12]1([C:18]2([C:24]([OH:26])=[O:25])[CH2:23][CH2:22][NH:21][CH2:20][CH2:19]2)[CH:17]=[CH:16][CH:15]=[CH:14][CH:13]=1.C(=O)([O-])[O-].[Na+].[Na+].Cl[C:34]([O:36][CH2:37][C:38]1[CH:43]=[CH:42][CH:41]=[CH:40][CH:39]=1)=[O:35]. The catalyst is O. The product is [CH2:37]([O:36][C:34]([N:21]1[CH2:20][CH2:19][C:18]([C:12]2[CH:13]=[CH:14][CH:15]=[CH:16][CH:17]=2)([C:24]([OH:26])=[O:25])[CH2:23][CH2:22]1)=[O:35])[C:38]1[CH:43]=[CH:42][CH:41]=[CH:40][CH:39]=1. The yield is 0.840.